From a dataset of Peptide-MHC class I binding affinity with 185,985 pairs from IEDB/IMGT. Regression. Given a peptide amino acid sequence and an MHC pseudo amino acid sequence, predict their binding affinity value. This is MHC class I binding data. (1) The peptide sequence is AISDYDYYR. The MHC is HLA-A31:01 with pseudo-sequence HLA-A31:01. The binding affinity (normalized) is 0.699. (2) The peptide sequence is GINNVQSLIK. The MHC is HLA-A68:01 with pseudo-sequence HLA-A68:01. The binding affinity (normalized) is 0.146. (3) The peptide sequence is RYQRMTGGY. The MHC is HLA-A11:01 with pseudo-sequence HLA-A11:01. The binding affinity (normalized) is 0.0581.